From a dataset of Catalyst prediction with 721,799 reactions and 888 catalyst types from USPTO. Predict which catalyst facilitates the given reaction. (1) Reactant: Cl.[Br:2][C:3]1[CH:4]=[CH:5][CH:6]=[C:7]2[C:12]=1[CH2:11][NH:10][CH2:9][CH2:8]2.[CH3:13][C:14]([O:17][C:18](O[C:18]([O:17][C:14]([CH3:16])([CH3:15])[CH3:13])=[O:19])=[O:19])([CH3:16])[CH3:15].CCN(CC)CC. Product: [Br:2][C:3]1[CH:4]=[CH:5][CH:6]=[C:7]2[C:12]=1[CH2:11][N:10]([C:18]([O:17][C:14]([CH3:16])([CH3:15])[CH3:13])=[O:19])[CH2:9][CH2:8]2. The catalyst class is: 2. (2) Product: [F:24][C:14]1[C:13]([CH:11]([C:8]2[N:6]3[N:7]=[C:2]([C:37]4[CH:36]=[N:35][N:34]([CH2:33][CH2:32][OH:31])[CH:38]=4)[CH:3]=[CH:4][C:5]3=[N:10][CH:9]=2)[CH3:12])=[C:22]([F:23])[CH:21]=[C:20]2[C:15]=1[CH:16]=[CH:17][CH:18]=[N:19]2. Reactant: Cl[C:2]1[CH:3]=[CH:4][C:5]2[N:6]([C:8]([CH:11]([C:13]3[C:14]([F:24])=[C:15]4[C:20](=[CH:21][C:22]=3[F:23])[N:19]=[CH:18][CH:17]=[CH:16]4)[CH3:12])=[CH:9][N:10]=2)[N:7]=1.O1CCCCC1[O:31][CH2:32][CH2:33][N:34]1[CH:38]=[C:37](B2OC(C)(C)C(C)(C)O2)[CH:36]=[N:35]1.C([O-])([O-])=O.[Na+].[Na+].CCOC(C)=O. The catalyst class is: 837.